From a dataset of Reaction yield outcomes from USPTO patents with 853,638 reactions. Predict the reaction yield, written as a fraction of the theoretical maximum amount of product (1.0 means a 100% yield; for example, 0.34 means a 34% yield). (1) The reactants are [Cl:1][S:2]([OH:5])(=O)=[O:3].[Cl:6][C:7]1[CH:8]=[CH:9][C:10]2[C:11](=[O:20])[C:12]3[N:13]([CH2:16][CH2:17][CH2:18][N:19]=3)[C:14]=2[CH:15]=1. No catalyst specified. The product is [Cl:6][C:7]1[C:8]([S:2]([Cl:1])(=[O:5])=[O:3])=[CH:9][C:10]2[C:11](=[O:20])[C:12]3[N:13]([CH2:16][CH2:17][CH2:18][N:19]=3)[C:14]=2[CH:15]=1. The yield is 0.0600. (2) The reactants are Cl.[F:2][C:3]([F:27])([F:26])[C:4]1[CH:5]=[CH:6][C:7]([O:10][C:11]2[CH:12]=[C:13]([CH:17]3[CH2:20][C:19]4([CH2:25][CH2:24][NH:23][CH2:22][CH2:21]4)[CH2:18]3)[CH:14]=[CH:15][CH:16]=2)=[N:8][CH:9]=1.[N:28]1[CH:33]=[CH:32][CH:31]=[C:30]([NH:34][C:35](=O)[O:36]C2C=CC=CC=2)[N:29]=1.CCN(C(C)C)C(C)C. The catalyst is C(#N)C. The product is [N:28]1[CH:33]=[CH:32][CH:31]=[C:30]([NH:34][C:35]([N:23]2[CH2:22][CH2:21][C:19]3([CH2:20][CH:17]([C:13]4[CH:14]=[CH:15][CH:16]=[C:11]([O:10][C:7]5[CH:6]=[CH:5][C:4]([C:3]([F:2])([F:26])[F:27])=[CH:9][N:8]=5)[CH:12]=4)[CH2:18]3)[CH2:25][CH2:24]2)=[O:36])[N:29]=1. The yield is 0.910. (3) The reactants are [Br:1][C:2]1[CH:3]=[N:4][NH:5][CH:6]=1.[O:7]1[CH:12]=[CH:11][CH2:10][CH2:9][CH2:8]1.FC(F)(F)C(O)=O.C(OCC)(=O)C.CCCCCC. The catalyst is C(OCC)(=O)C. The product is [Br:1][C:2]1[CH:3]=[N:4][N:5]([CH:8]2[CH2:9][CH2:10][CH2:11][CH2:12][O:7]2)[CH:6]=1. The yield is 0.760. (4) The reactants are Cl[C:2]1[N:11]=[C:10]([N:12]2[CH2:17][CH2:16][O:15][CH2:14][CH2:13]2)[C:9]2[N:8]([CH3:18])[C:7](=[O:19])[C:6]3([CH3:24])[CH2:20][O:21][CH2:22][CH2:23][N:5]3[C:4]=2[N:3]=1.[CH3:25][NH:26][C:27]([NH:29][C:30]1[CH:35]=[CH:34][C:33](B2OC(C)(C)C(C)(C)O2)=[CH:32][CH:31]=1)=[O:28].C(=O)(O)[O-].[Na+]. The catalyst is O1CCOCC1.C1C=CC(P(C2C=CC=CC=2)[C-]2C=CC=C2)=CC=1.C1C=CC(P(C2C=CC=CC=2)[C-]2C=CC=C2)=CC=1.Cl[Pd]Cl.[Fe+2]. The product is [CH3:18][N:8]1[C:7](=[O:19])[C:6]2([CH3:24])[CH2:20][O:21][CH2:22][CH2:23][N:5]2[C:4]2[N:3]=[C:2]([C:33]3[CH:32]=[CH:31][C:30]([NH:29][C:27]([NH:26][CH3:25])=[O:28])=[CH:35][CH:34]=3)[N:11]=[C:10]([N:12]3[CH2:13][CH2:14][O:15][CH2:16][CH2:17]3)[C:9]1=2. The yield is 0.170.